Dataset: Catalyst prediction with 721,799 reactions and 888 catalyst types from USPTO. Task: Predict which catalyst facilitates the given reaction. (1) Reactant: Cl.Cl.[Cl:3][C:4]1[CH:9]=[CH:8][C:7]([C:10]2[S:18][C:17]3[C:16](=[O:19])[N:15]([CH2:20][CH2:21][C:22]4[CH:27]=[CH:26][C:25]([CH2:28][N:29]5[CH2:34][CH2:33][NH:32][CH2:31][C:30]5=[O:35])=[CH:24][CH:23]=4)[CH:14]=[N:13][C:12]=3[CH:11]=2)=[CH:6][CH:5]=1.[C:36](Cl)(=[O:38])[CH3:37].C(N(CC)CC)C.O1CCCC1. Product: [C:36]([N:32]1[CH2:33][CH2:34][N:29]([CH2:28][C:25]2[CH:24]=[CH:23][C:22]([CH2:21][CH2:20][N:15]3[C:16](=[O:19])[C:17]4[S:18][C:10]([C:7]5[CH:6]=[CH:5][C:4]([Cl:3])=[CH:9][CH:8]=5)=[CH:11][C:12]=4[N:13]=[CH:14]3)=[CH:27][CH:26]=2)[C:30](=[O:35])[CH2:31]1)(=[O:38])[CH3:37]. The catalyst class is: 13. (2) Reactant: Cl.[Si]([O:9][CH2:10][C@H:11]([CH3:39])[O:12][C:13]1[CH:14]=[C:15]([CH:25]=[C:26]([O:28][C:29]2[CH:30]=[C:31]3[C:35](=[CH:36][CH:37]=2)[N:34]([CH3:38])[CH:33]=[CH:32]3)[CH:27]=1)[C:16]([NH:18][C:19]1[CH:23]=[CH:22][N:21]([CH3:24])[N:20]=1)=[O:17])(C(C)(C)C)(C)C.C(=O)(O)[O-].[Na+]. Product: [OH:9][CH2:10][C@H:11]([CH3:39])[O:12][C:13]1[CH:14]=[C:15]([CH:25]=[C:26]([O:28][C:29]2[CH:30]=[C:31]3[C:35](=[CH:36][CH:37]=2)[N:34]([CH3:38])[CH:33]=[CH:32]3)[CH:27]=1)[C:16]([NH:18][C:19]1[CH:23]=[CH:22][N:21]([CH3:24])[N:20]=1)=[O:17]. The catalyst class is: 5. (3) Reactant: [CH2:1]([N:8]1[CH2:13][CH:12]=[C:11]([CH2:14][OH:15])[CH2:10][CH2:9]1)[C:2]1[CH:7]=[CH:6][CH:5]=[CH:4][CH:3]=1.[Br:16][C:17]1[CH:22]=[C:21]([O:23][CH3:24])[CH:20]=[CH:19][C:18]=1O.C1C=CC(P(C2C=CC=CC=2)C2C=CC=CC=2)=CC=1.N(C(OC(C)C)=O)=NC(OC(C)C)=O. Product: [CH2:1]([N:8]1[CH2:9][CH:10]=[C:11]([CH2:14][O:15][C:18]2[CH:19]=[CH:20][C:21]([O:23][CH3:24])=[CH:22][C:17]=2[Br:16])[CH2:12][CH2:13]1)[C:2]1[CH:7]=[CH:6][CH:5]=[CH:4][CH:3]=1. The catalyst class is: 1.